From a dataset of NCI-60 drug combinations with 297,098 pairs across 59 cell lines. Regression. Given two drug SMILES strings and cell line genomic features, predict the synergy score measuring deviation from expected non-interaction effect. (1) Drug 1: C1=CC(=CC=C1C#N)C(C2=CC=C(C=C2)C#N)N3C=NC=N3. Drug 2: C(=O)(N)NO. Cell line: HS 578T. Synergy scores: CSS=2.71, Synergy_ZIP=-2.00, Synergy_Bliss=-2.63, Synergy_Loewe=1.15, Synergy_HSA=-1.68. (2) Drug 2: C1CC(CCC1OC2=C(C(=CC=C2)Cl)F)(CC3=NC(=CC=C3)NC4=NC=CS4)C(=O)O. Cell line: HT29. Drug 1: C1=C(C(=O)NC(=O)N1)F. Synergy scores: CSS=49.6, Synergy_ZIP=10.5, Synergy_Bliss=11.2, Synergy_Loewe=8.98, Synergy_HSA=13.2. (3) Drug 1: CC1=C(C(CCC1)(C)C)C=CC(=CC=CC(=CC(=O)O)C)C. Drug 2: CN1C2=C(C=C(C=C2)N(CCCl)CCCl)N=C1CCCC(=O)O.Cl. Cell line: MOLT-4. Synergy scores: CSS=6.16, Synergy_ZIP=2.07, Synergy_Bliss=9.45, Synergy_Loewe=0.871, Synergy_HSA=0.740. (4) Drug 1: CN1CCC(CC1)COC2=C(C=C3C(=C2)N=CN=C3NC4=C(C=C(C=C4)Br)F)OC. Drug 2: C1=C(C(=O)NC(=O)N1)F. Cell line: A549. Synergy scores: CSS=57.6, Synergy_ZIP=2.86, Synergy_Bliss=0.538, Synergy_Loewe=2.43, Synergy_HSA=4.52. (5) Drug 1: CCC1=CC2CC(C3=C(CN(C2)C1)C4=CC=CC=C4N3)(C5=C(C=C6C(=C5)C78CCN9C7C(C=CC9)(C(C(C8N6C)(C(=O)OC)O)OC(=O)C)CC)OC)C(=O)OC.C(C(C(=O)O)O)(C(=O)O)O. Drug 2: C1CNP(=O)(OC1)N(CCCl)CCCl. Cell line: ACHN. Synergy scores: CSS=24.2, Synergy_ZIP=-4.91, Synergy_Bliss=3.26, Synergy_Loewe=-31.3, Synergy_HSA=1.11. (6) Drug 1: CCCS(=O)(=O)NC1=C(C(=C(C=C1)F)C(=O)C2=CNC3=C2C=C(C=N3)C4=CC=C(C=C4)Cl)F. Drug 2: CN(CC1=CN=C2C(=N1)C(=NC(=N2)N)N)C3=CC=C(C=C3)C(=O)NC(CCC(=O)O)C(=O)O. Cell line: OVCAR-4. Synergy scores: CSS=25.6, Synergy_ZIP=-0.0553, Synergy_Bliss=-3.51, Synergy_Loewe=-30.4, Synergy_HSA=-5.30. (7) Drug 1: COC1=NC(=NC2=C1N=CN2C3C(C(C(O3)CO)O)O)N. Drug 2: C1=CC=C(C(=C1)C(C2=CC=C(C=C2)Cl)C(Cl)Cl)Cl. Cell line: HOP-62. Synergy scores: CSS=45.8, Synergy_ZIP=0.378, Synergy_Bliss=-0.648, Synergy_Loewe=-18.5, Synergy_HSA=0.704.